From a dataset of Reaction yield outcomes from USPTO patents with 853,638 reactions. Predict the reaction yield, written as a fraction of the theoretical maximum amount of product (1.0 means a 100% yield; for example, 0.34 means a 34% yield). (1) The reactants are C([O:8][C:9]1[CH:65]=[CH:64][C:12]([C:13]([O:15][C@H:16]2[CH2:25][C:24]3[C:19](=[CH:20][C:21]([O:34]CC4C=CC=CC=4)=[CH:22][C:23]=3[O:26]CC3C=CC=CC=3)[O:18][C@@H:17]2[C:42]2[CH:47]=[CH:46][C:45]([O:48]CC3C=CC=CC=3)=[C:44]([O:56]CC3C=CC=CC=3)[CH:43]=2)=[O:14])=[CH:11][CH:10]=1)C1C=CC=CC=1.C1COCC1.CO. The catalyst is [OH-].[OH-].[Pd+2].CO.C(Cl)Cl. The product is [OH:8][C:9]1[CH:10]=[CH:11][C:12]([C:13]([O:15][C@H:16]2[CH2:25][C:24]3[C:19](=[CH:20][C:21]([OH:34])=[CH:22][C:23]=3[OH:26])[O:18][C@@H:17]2[C:42]2[CH:47]=[CH:46][C:45]([OH:48])=[C:44]([OH:56])[CH:43]=2)=[O:14])=[CH:64][CH:65]=1. The yield is 0.870. (2) The reactants are [C:1](=[O:13])([O:11][CH3:12])[O:2][C:3]1[CH:8]=[CH:7][C:6]([O:9][CH3:10])=[CH:5][CH:4]=1.[CH3:14][O:15]C(Cl)Cl.Cl.CCOC(C)=O. The catalyst is C(Cl)Cl.Cl[Ti](Cl)(Cl)Cl. The product is [C:1](=[O:13])([O:11][CH3:12])[O:2][C:3]1[CH:4]=[CH:5][C:6]([O:9][CH3:10])=[C:7]([CH:14]=[O:15])[CH:8]=1. The yield is 0.870. (3) The reactants are [H-].[Na+].[Cl:3][C:4]1[CH:5]=[C:6]([CH:10]2[C:16]3[CH:17]=[C:18]([C:21]([C:29]4[CH:34]=[CH:33][C:32]([Cl:35])=[CH:31][CH:30]=4)([OH:28])[C:22]4[N:26]([CH3:27])[CH:25]=[N:24][CH:23]=4)[CH:19]=[CH:20][C:15]=3[NH:14][C:13](=[O:36])[CH2:12][S:11]2)[CH:7]=[CH:8][CH:9]=1.IC.[CH3:39]COC(C)=O. The catalyst is C1COCC1. The product is [Cl:3][C:4]1[CH:5]=[C:6]([CH:10]2[C:16]3[CH:17]=[C:18]([C:21]([C:29]4[CH:30]=[CH:31][C:32]([Cl:35])=[CH:33][CH:34]=4)([OH:28])[C:22]4[N:26]([CH3:27])[CH:25]=[N:24][CH:23]=4)[CH:19]=[CH:20][C:15]=3[N:14]([CH3:39])[C:13](=[O:36])[CH2:12][S:11]2)[CH:7]=[CH:8][CH:9]=1. The yield is 0.670. (4) The reactants are [Cl:1][C:2]1[CH:7]=[CH:6][CH:5]=[CH:4][C:3]=1[C:8]1[CH:13]=[C:12]([N:14]2[CH2:19][CH2:18][O:17][CH2:16][CH2:15]2)[N:11]=[CH:10][C:9]=1[NH:20][CH3:21].C(N(CC)CC)C.[F:29][C:30]([F:48])([F:47])[C:31]1[CH:32]=[C:33]([C:41]([CH3:46])([CH3:45])[C:42](Cl)=[O:43])[CH:34]=[C:35]([C:37]([F:40])([F:39])[F:38])[CH:36]=1.O. The catalyst is ClCCl. The product is [F:39][C:37]([F:40])([F:38])[C:35]1[CH:34]=[C:33]([C:41]([CH3:46])([CH3:45])[C:42]([N:20]([C:9]2[CH:10]=[N:11][C:12]([N:14]3[CH2:19][CH2:18][O:17][CH2:16][CH2:15]3)=[CH:13][C:8]=2[C:3]2[CH:4]=[CH:5][CH:6]=[CH:7][C:2]=2[Cl:1])[CH3:21])=[O:43])[CH:32]=[C:31]([C:30]([F:48])([F:29])[F:47])[CH:36]=1. The yield is 0.860. (5) The reactants are C(OC(=O)[NH:7][CH2:8][C:9]1[CH:14]=[CH:13][C:12]([C:15]2[N:16]([CH3:20])[CH:17]=[CH:18][N:19]=2)=[CH:11][CH:10]=1)(C)(C)C. The catalyst is C(Cl)Cl.FC(F)(F)C(O)=O. The product is [CH3:20][N:16]1[CH:17]=[CH:18][N:19]=[C:15]1[C:12]1[CH:13]=[CH:14][C:9]([CH2:8][NH2:7])=[CH:10][CH:11]=1. The yield is 0.740.